Task: Binary Classification. Given a miRNA mature sequence and a target amino acid sequence, predict their likelihood of interaction.. Dataset: Experimentally validated miRNA-target interactions with 360,000+ pairs, plus equal number of negative samples (1) The miRNA is cel-miR-53-5p with sequence CACCCGUACAUUUGUUUCCGUGCU. The protein sequence of the target gene is MKTILSNQTVDIPENVDITLKGRTVIVKGPRGTLRRDFNHINVELSLLGKKKKRLRVDKWWGNRKELATVRTICSHVQNMIKGVTLGFRYKMRSVYAHFPINVVIQENGSLVEIRNFLGEKYIRRVRMRPGVACSVSQAQKDELILEGNDIELVSNSAALIQQATTVKNKDIRKFLDGIYVSEKGTVQQADE. Result: 0 (no interaction). (2) The miRNA is hsa-miR-141-5p with sequence CAUCUUCCAGUACAGUGUUGGA. The protein sequence of the target gene is MDRGPAAVACTLLLALVACLAPASGQECDSAHFRCGSGHCIPADWRCDGTKDCSDDADEIGCAVVTCQQGYFKCQSEGQCIPNSWVCDQDQDCDDGSDERQDCSQSTCSSHQITCSNGQCIPSEYRCDHVRDCPDGADENDCQYPTCEQLTCDNGACYNTSQKCDWKVDCRDSSDEINCTEICLHNEFSCGNGECIPRAYVCDHDNDCQDGSDEHACNYPTCGGYQFTCPSGRCIYQNWVCDGEDDCKDNGDEDGCESGPHDVHKCSPREWSCPESGRCISIYKVCDGILDCPGREDENN.... Result: 0 (no interaction). (3) The miRNA is mmu-miR-133a-3p with sequence UUUGGUCCCCUUCAACCAGCUG. The protein sequence of the target gene is MEMEQVNALCEELVKAVTVMMDPSSTQRYRLEALKFCEEFKEKCPICVPCGLKLAEKTQIAIVRHFGLQILEHVVKFRWNSMSRLEKVYLKNSVMELIANGTLRILEEENHIKDVLSRIVVEMIKREWPQHWPDMLMELDTLFRQGETQRELVMFILLRLAEDVVTFQTLPTQRRRDIQQTLTQNMERILNFLLNTLQENVNKYQQMKTDSSQEAEAQANCRVSVAALNTLAGYIDWVSLNHITAENCKLVETLCLLLNEQELQLGAAECLLIAVSRKGKLEDRKRLMILFGDVAMHYIL.... Result: 0 (no interaction). (4) The miRNA is hsa-miR-211-3p with sequence GCAGGGACAGCAAAGGGGUGC. Result: 0 (no interaction). The protein sequence of the target gene is MGRRMRGAAATAGLWLLALGSLLALWGGLLPPRTELPASRPPEDRLPRRPARSGGPAPAPRFPLPPPLAWDARGGSLKTFRALLTLAAGADGPPRQSRSEPRWHVSARQPRPEESAAVHGGVFWSRGLEEQVPPGFSEAQAAAWLEAARGARMVALERGGCGRSSNRLARFADGTRACVRYGINPEQIQGEALSYYLARLLGLQRHVPPLALARVEARGAQWAQVQEELRAAHWTEGSVVSLTRWLPNLTDVVVPAPWRSEDGRLRPLRDAGGELANLSQAELVDLVQWTDLILFDYLTA.... (5) The miRNA is cel-miR-242 with sequence UUGCGUAGGCCUUUGCUUCGA. The protein sequence of the target gene is MKDRLEQLKAKQLTQDDDTDEVEIAIDNTAFMDEFFSEIEETRLNIDKISEHVEEAKKLYSIILSAPIPEPKTKDDLEQLTTEIKKRANNVRNKLKSMEKHIEEDEVRSSADLRIRKSQHSVLSRKFVEVMTKYNEAQVDFRERSKGRIQRQLEITGKKTTDEELEEMLESGNPAIFTSGIIDSQISKQALSEIEGRHKDIVRLESSIKELHDMFMDIAMLVENQGEMLDNIELNVMHTVDHVEKARDETKRAMKYQGQARKKLIIIIVVVVVLLGILALIIGLSVGLK. Result: 0 (no interaction). (6) The miRNA is dme-miR-263b-5p with sequence CUUGGCACUGGGAGAAUUCAC. The protein sequence of the target gene is MTAEDSATAMNSDPTVGSSTKVPEGVAGAPNEAALLALIERTGYTMVQENGQRKYGGPPPGWEGPHPQRGCEVFVGKIPRDVYEDELVPVFETVGRIYELRLMMDFDGKNRGYAFVMYCHKHEAKRAVRELNNYEIRPGRLLGVCCSVDNCRLFIGGIPKMKKRGEILEEIAKVTEGVLNVIVYASAADKMKNRGFAFVEYESHRAAAMARRKLMPGRIQLWGHQIAVDWAEPEIDVDEDVMQTVKILYVRNLMIETTEETIKKSFGQFNPGCVERVKKIRDYAFVHFTSREDAVHAMNN.... Result: 0 (no interaction).